This data is from Full USPTO retrosynthesis dataset with 1.9M reactions from patents (1976-2016). The task is: Predict the reactants needed to synthesize the given product. (1) Given the product [C:1](#[N:2])[CH3:3].[OH2:21].[NH4+:2].[OH-:35].[CH3:33][N:7]1[CH2:6][CH2:5][C:4]([CH2:3][C:1]#[N:2])([N:10]2[CH2:13][CH:12]([CH2:14][NH:15][C@@H:22]3[CH2:24][C@H:23]3[C:25]3[CH:26]=[CH:27][CH:28]=[CH:29][CH:30]=3)[CH2:11]2)[CH2:9][CH2:8]1, predict the reactants needed to synthesize it. The reactants are: [C:1]([CH2:3][C:4]1([N:10]2[CH2:13][CH:12]([CH2:14][N:15]([C@@H:22]3[CH2:24][C@H:23]3[C:25]3[CH:30]=[CH:29][CH:28]=[CH:27][CH:26]=3)C(=[O:21])C(F)(F)F)[CH2:11]2)[CH2:9][CH2:8][NH:7][CH2:6][CH2:5]1)#[N:2].C=O.[C:33](O)(=[O:35])C.C(O[BH-](OC(=O)C)OC(=O)C)(=O)C.[Na+].[OH-].[Na+]. (2) Given the product [C:9]([O:8][P:6]([O:13][CH2:14][C:15]1[CH:16]=[C:17]([CH:22]=[CH:23][CH:24]=1)[C:18]([OH:20])=[O:19])([O:5][C:1]([CH3:4])([CH3:3])[CH3:2])=[O:7])([CH3:10])([CH3:11])[CH3:12], predict the reactants needed to synthesize it. The reactants are: [C:1]([O:5][P:6]([O:13][CH2:14][C:15]1[CH:16]=[C:17]([CH:22]=[CH:23][CH:24]=1)[C:18]([O:20]C)=[O:19])([O:8][C:9]([CH3:12])([CH3:11])[CH3:10])=[O:7])([CH3:4])([CH3:3])[CH3:2].[OH-].[Li+]. (3) Given the product [CH3:16][C:2]1[N:7]=[C:6]([C:8]2[S:12][C:11]([C:13]([OH:15])=[O:14])=[CH:10][CH:9]=2)[CH:5]=[CH:4][N:3]=1, predict the reactants needed to synthesize it. The reactants are: N[C:2]1[N:7]=[C:6]([C:8]2[S:12][C:11]([C:13]([OH:15])=[O:14])=[CH:10][CH:9]=2)[CH:5]=[CH:4][N:3]=1.[C:16](N)(=N)C. (4) Given the product [CH3:4][CH:2]1[O:3][C:1](=[O:5])[CH:2]([CH3:4])[O:6][C:1]1=[O:5], predict the reactants needed to synthesize it. The reactants are: [C:1]([OH:6])(=[O:5])[CH:2]([CH3:4])[OH:3].[S-2].[Na+].[Na+]. (5) Given the product [CH2:8]([O:7][C:5]([CH:4]1[CH2:3][CH2:2][N:1]([CH:20]2[CH2:21][CH2:22][CH2:23][N:17]([C:15]([O:14][CH2:12][CH3:13])=[O:16])[CH2:18][CH2:19]2)[CH2:11][CH2:10]1)=[O:6])[CH3:9], predict the reactants needed to synthesize it. The reactants are: [NH:1]1[CH2:11][CH2:10][CH:4]([C:5]([O:7][CH2:8][CH3:9])=[O:6])[CH2:3][CH2:2]1.[CH2:12]([O:14][C:15]([N:17]1[CH2:23][CH2:22][CH2:21][C:20](=O)[CH2:19][CH2:18]1)=[O:16])[CH3:13].C(O)(=O)C. (6) Given the product [CH:7]([O:9][CH2:10][C:11]1[CH:16]=[CH:15][CH:14]=[C:13]([N:17]([CH:18]=[O:19])[CH3:1])[CH:12]=1)=[O:8], predict the reactants needed to synthesize it. The reactants are: [C:1](=O)([O-])[O-].[Cs+].[Cs+].[CH:7]([O:9][CH2:10][C:11]1[CH:16]=[CH:15][CH:14]=[C:13]([NH:17][CH:18]=[O:19])[CH:12]=1)=[O:8].CI. (7) Given the product [Cl:1][C:2]1[CH:10]=[CH:9][C:5]([C:6]([NH:20][C:14]2[CH:19]=[CH:18][CH:17]=[CH:16][CH:15]=2)=[O:7])=[CH:4][C:3]=1[N+:11]([O-:13])=[O:12], predict the reactants needed to synthesize it. The reactants are: [Cl:1][C:2]1[CH:10]=[CH:9][C:5]([C:6](Cl)=[O:7])=[CH:4][C:3]=1[N+:11]([O-:13])=[O:12].[C:14]1([NH2:20])[CH:19]=[CH:18][CH:17]=[CH:16][CH:15]=1. (8) Given the product [CH2:1]([O:8][C@:9]1([CH:37]=[CH2:38])[C@@H:13]([CH2:14][O:15][CH2:16][C:17]2[CH:22]=[CH:21][CH:20]=[CH:19][CH:18]=2)[O:12][C@@H:11]([N:23]2[CH:31]=[C:29]([CH3:30])[C:27](=[O:28])[NH:26][C:24]2=[O:25])[C@H:10]1[OH:32])[C:2]1[CH:3]=[CH:4][CH:5]=[CH:6][CH:7]=1, predict the reactants needed to synthesize it. The reactants are: [CH2:1]([O:8][C@:9]1([CH:37]=[CH2:38])[C@@H:13]([CH2:14][O:15][CH2:16][C:17]2[CH:22]=[CH:21][CH:20]=[CH:19][CH:18]=2)[O:12][C@@H:11]([N:23]2[CH:31]=[C:29]([CH3:30])[C:27](=[O:28])[NH:26][C:24]2=[O:25])[C@@H:10]1[O:32]S(C)(=O)=O)[C:2]1[CH:7]=[CH:6][CH:5]=[CH:4][CH:3]=1.O.[OH-].[Na+].Cl. (9) Given the product [CH:20]1([C:23]2[CH:24]=[C:25]([CH3:35])[C:26]([N:29]3[CH2:30][CH2:31][N:32]([C:12]([C:11]4[CH:16]=[CH:17][C:8]([CH2:7][N:3]5[CH2:4][CH2:5][CH2:6][S:2]5(=[O:1])=[O:19])=[CH:9][C:10]=4[F:18])=[O:14])[CH2:33][CH2:34]3)=[N:27][CH:28]=2)[CH2:22][CH2:21]1, predict the reactants needed to synthesize it. The reactants are: [O:1]=[S:2]1(=[O:19])[CH2:6][CH2:5][CH2:4][N:3]1[CH2:7][C:8]1[CH:17]=[CH:16][C:11]([C:12]([O:14]C)=O)=[C:10]([F:18])[CH:9]=1.[CH:20]1([C:23]2[CH:24]=[C:25]([CH3:35])[C:26]([N:29]3[CH2:34][CH2:33][NH:32][CH2:31][CH2:30]3)=[N:27][CH:28]=2)[CH2:22][CH2:21]1. (10) Given the product [O:18]=[C:17]1[C:16]2[C:11](=[CH:12][CH:13]=[CH:14][CH:15]=2)[C:10](=[O:19])[N:9]1[CH2:8][CH2:7][CH2:6][CH2:5][CH2:4][CH2:3][CH2:2][O:1][S:29]([C:26]1[CH:27]=[CH:28][C:23]([CH3:33])=[CH:24][CH:25]=1)(=[O:31])=[O:30], predict the reactants needed to synthesize it. The reactants are: [OH:1][CH2:2][CH2:3][CH2:4][CH2:5][CH2:6][CH2:7][CH2:8][N:9]1[C:17](=[O:18])[C:16]2[C:11](=[CH:12][CH:13]=[CH:14][CH:15]=2)[C:10]1=[O:19].C(Cl)Cl.[C:23]1([CH3:33])[CH:28]=[CH:27][C:26]([S:29](Cl)(=[O:31])=[O:30])=[CH:25][CH:24]=1.N1C=CC=CC=1.